Dataset: Full USPTO retrosynthesis dataset with 1.9M reactions from patents (1976-2016). Task: Predict the reactants needed to synthesize the given product. (1) The reactants are: Cl[C:2]1[N:7]=[C:6]2[CH2:8][CH2:9][CH2:10][C:5]2=[C:4]([Cl:11])[CH:3]=1.[S:12]1[CH:16]=[CH:15][C:14](B(O)O)=[CH:13]1. Given the product [Cl:11][C:4]1[CH:3]=[C:2]([C:14]2[CH:15]=[CH:16][S:12][CH:13]=2)[N:7]=[C:6]2[CH2:8][CH2:9][CH2:10][C:5]=12, predict the reactants needed to synthesize it. (2) The reactants are: [F:1][C:2]([F:22])([F:21])[C:3]1[CH:4]=[C:5]([CH:14]=[C:15]([C:17]([F:20])([F:19])[F:18])[CH:16]=1)[C:6]([NH:8][CH2:9][CH2:10][C:11](O)=[O:12])=[O:7].[Cl:23][C:24]1[CH:25]=[C:26]2[C:30](=[CH:31][CH:32]=1)[NH:29][CH2:28][CH2:27]2.O.ON1C2C=CC=CC=2N=N1.Cl.CN(C)CCCN=C=NCC.C(N(CC)C(C)C)(C)C. Given the product [Cl:23][C:24]1[CH:25]=[C:26]2[C:30](=[CH:31][CH:32]=1)[N:29]([C:11](=[O:12])[CH2:10][CH2:9][NH:8][C:6](=[O:7])[C:5]1[CH:4]=[C:3]([C:2]([F:21])([F:1])[F:22])[CH:16]=[C:15]([C:17]([F:20])([F:18])[F:19])[CH:14]=1)[CH2:28][CH2:27]2, predict the reactants needed to synthesize it. (3) Given the product [CH2:1]([S:5][C:6]1[N:14]=[C:13]2[C:9]([N:10]=[CH:11][N:12]2[C@@H:15]2[O:27][C@H:26]([CH2:28][OH:29])[C@@H:21]([OH:22])[C@H:16]2[OH:17])=[C:8]([NH:41][CH2:34][C:35]2[CH:40]=[CH:39][CH:38]=[CH:37][CH:36]=2)[N:7]=1)[CH2:2][CH2:3][CH3:4], predict the reactants needed to synthesize it. The reactants are: [CH2:1]([S:5][C:6]1[N:14]=[C:13]2[C:9]([N:10]=[CH:11][N:12]2[C@@H:15]2[O:27][C@H:26]([CH2:28][O:29]C(=O)C)[C@@H:21]([O:22]C(=O)C)[C@H:16]2[O:17]C(=O)C)=[C:8](Cl)[N:7]=1)[CH2:2][CH2:3][CH3:4].[CH2:34]([NH2:41])[C:35]1[CH:40]=[CH:39][CH:38]=[CH:37][CH:36]=1. (4) Given the product [N:9]1([C:13]2[CH:14]=[CH:26][CH:27]=[C:28]([N:29]3[C:30]4[CH:25]=[CH:24][CH:23]=[CH:22][C:31]=4[N:18]=[CH:19]3)[CH:12]=2)[C:3]2[CH:4]=[CH:5][CH:6]=[CH:7][C:2]=2[N:11]=[CH:10]1, predict the reactants needed to synthesize it. The reactants are: I[C:2]1[CH:7]=[CH:6][CH:5]=[C:4](I)[CH:3]=1.[NH:9]1[C:13]2[CH:14]=CC=C[C:12]=2[N:11]=[CH:10]1.[N:18]1[C:31]2[C:22](=[CH:23][CH:24]=[C:25]3[C:30]=2[N:29]=[CH:28][CH:27]=[CH:26]3)C=C[CH:19]=1.C(=O)([O-])[O-].[Cs+].[Cs+]. (5) Given the product [O:24]1[C:29]2[CH:30]=[CH:31][C:32]([NH:34][C:35]3[NH:38][C:11]([C:10]4[CH:15]=[CH:16][CH:17]=[CH:18][C:9]=4[NH:8][CH2:7][C:4]4[CH:5]=[CH:6][N:1]=[CH:2][CH:3]=4)=[N:13][N:14]=3)=[CH:33][C:28]=2[O:27][CH2:26]1, predict the reactants needed to synthesize it. The reactants are: [N:1]1[CH:6]=[CH:5][C:4]([CH2:7][NH:8][C:9]2[CH:18]=[CH:17][CH:16]=[CH:15][C:10]=2[C:11]([NH:13][NH2:14])=O)=[CH:3][CH:2]=1.CSC(=N)N.[O:24]1[C:29]2[CH:30]=[CH:31][C:32]([NH:34][C:35](=[NH:38])SC)=[CH:33][C:28]=2[O:27][CH2:26]C1.C(N(CC)CC)C. (6) Given the product [C:23]([C:22]1[C:8]2[C:7]([O:6][CH:4]3[CH2:3][CH:2]([NH:1][C:33](=[O:36])[CH:34]=[CH2:35])[CH2:5]3)=[N:12][C:11]([NH:13][C:14]3[CH:15]=[N:16][N:17]([CH3:19])[CH:18]=3)=[N:10][C:9]=2[N:20]([CH2:25][O:26][CH2:27][CH2:28][Si:29]([CH3:32])([CH3:31])[CH3:30])[CH:21]=1)#[N:24], predict the reactants needed to synthesize it. The reactants are: [NH2:1][CH:2]1[CH2:5][CH:4]([O:6][C:7]2[C:8]3[C:22]([C:23]#[N:24])=[CH:21][N:20]([CH2:25][O:26][CH2:27][CH2:28][Si:29]([CH3:32])([CH3:31])[CH3:30])[C:9]=3[N:10]=[C:11]([NH:13][C:14]3[CH:15]=[N:16][N:17]([CH3:19])[CH:18]=3)[N:12]=2)[CH2:3]1.[C:33](Cl)(=[O:36])[CH:34]=[CH2:35].CCN(C(C)C)C(C)C.